Dataset: TCR-epitope binding with 47,182 pairs between 192 epitopes and 23,139 TCRs. Task: Binary Classification. Given a T-cell receptor sequence (or CDR3 region) and an epitope sequence, predict whether binding occurs between them. (1) The epitope is VLWAHGFEL. The TCR CDR3 sequence is CASSELGLAFF. Result: 0 (the TCR does not bind to the epitope). (2) The epitope is ATVVIGTSK. The TCR CDR3 sequence is CASSSDRVYTEAFF. Result: 0 (the TCR does not bind to the epitope).